Task: Predict the reactants needed to synthesize the given product.. Dataset: Full USPTO retrosynthesis dataset with 1.9M reactions from patents (1976-2016) Given the product [CH3:32][N:13]([CH2:12][C:4]1[N:3]=[C:2]([CH3:1])[C:11]2[C:6]([CH:5]=1)=[CH:7][CH:8]=[CH:9][CH:10]=2)[C:14](=[O:15])[O:16][C:17]([CH3:20])([CH3:19])[CH3:18], predict the reactants needed to synthesize it. The reactants are: [CH3:1][C:2]1[C:11]2[C:6](=[CH:7][CH:8]=[CH:9][CH:10]=2)[CH:5]=[C:4]([CH2:12][NH2:13])[N:3]=1.[C:14](O[C:14]([O:16][C:17]([CH3:20])([CH3:19])[CH3:18])=[O:15])([O:16][C:17]([CH3:20])([CH3:19])[CH3:18])=[O:15].[H-].[Na+].I[CH3:32].